Predict the reaction yield, written as a fraction of the theoretical maximum amount of product (1.0 means a 100% yield; for example, 0.34 means a 34% yield). From a dataset of Reaction yield outcomes from USPTO patents with 853,638 reactions. (1) The reactants are [CH3:1][N:2]1[C:10]2[CH2:9][CH2:8][CH2:7][C:6](=[O:11])[C:5]=2[CH:4]=[N:3]1.C1C=CC(N([S:19]([C:22]([F:25])([F:24])[F:23])(=[O:21])=[O:20])[S:19]([C:22]([F:25])([F:24])[F:23])(=[O:21])=[O:20])=CC=1.C[Si]([N-][Si](C)(C)C)(C)C.[K+]. The catalyst is C1COCC1. The product is [F:23][C:22]([F:25])([F:24])[S:19]([O:11][C:6]1[C:5]2[CH:4]=[N:3][N:2]([CH3:1])[C:10]=2[CH2:9][CH2:8][CH:7]=1)(=[O:21])=[O:20]. The yield is 0.640. (2) The reactants are [CH3:1][O:2][C:3]1[CH:39]=[CH:38][C:6]([C:7]([NH:20][C:21]2[N:29]=[CH:28][N:27]=[C:26]3[C:22]=2[N:23]=[CH:24][N:25]3[C@H:30]2[O:35][C@@H:34]([CH2:36][OH:37])[C@@H:32]([OH:33])[CH2:31]2)([C:14]2[CH:19]=[CH:18][CH:17]=[CH:16][CH:15]=2)[C:8]2[CH:13]=[CH:12][CH:11]=[CH:10][CH:9]=2)=[CH:5][CH:4]=1.[CH3:40][O:41][C:42]1[CH:61]=[CH:60][C:45]([C:46](Cl)([C:53]2[CH:58]=[CH:57][CH:56]=[CH:55][CH:54]=2)[C:47]2[CH:52]=[CH:51][CH:50]=[CH:49][CH:48]=2)=[CH:44][CH:43]=1.CO. The catalyst is N1C=CC=CC=1. The product is [CH3:1][O:2][C:3]1[CH:4]=[CH:5][C:6]([C:7]([NH:20][C:21]2[N:29]=[CH:28][N:27]=[C:26]3[C:22]=2[N:23]=[CH:24][N:25]3[C@H:30]2[O:35][C@@H:34]([CH2:36][O:37][C:46]([C:53]3[CH:58]=[CH:57][CH:56]=[CH:55][CH:54]=3)([C:47]3[CH:52]=[CH:51][CH:50]=[CH:49][CH:48]=3)[C:45]3[CH:44]=[CH:43][C:42]([O:41][CH3:40])=[CH:61][CH:60]=3)[C@@H:32]([OH:33])[CH2:31]2)([C:14]2[CH:15]=[CH:16][CH:17]=[CH:18][CH:19]=2)[C:8]2[CH:9]=[CH:10][CH:11]=[CH:12][CH:13]=2)=[CH:38][CH:39]=1. The yield is 0.720. (3) The reactants are [NH2:1][C:2]1[CH:3]=[C:4]([CH:8]=[CH:9][CH:10]=1)[C:5]([OH:7])=[O:6].[OH-].[Na+].[C:13](Cl)(=[O:20])[C:14]1[CH:19]=[CH:18][CH:17]=[CH:16][CH:15]=1.Cl. The catalyst is O. The product is [C:13]([NH:1][C:2]1[CH:3]=[C:4]([CH:8]=[CH:9][CH:10]=1)[C:5]([OH:7])=[O:6])(=[O:20])[C:14]1[CH:19]=[CH:18][CH:17]=[CH:16][CH:15]=1. The yield is 0.800. (4) The reactants are [NH2:1][C@H:2]([CH3:28])[CH2:3][N:4]1[C:8]2=[N:9][CH:10]=[N:11][C:12]([NH2:13])=[C:7]2[C:6]([C:14]2[CH:19]=[CH:18][C:17]([O:20][C:21]3[CH:26]=[CH:25][CH:24]=[CH:23][CH:22]=3)=[CH:16][C:15]=2[F:27])=[N:5]1.[C:29]([CH2:31][C:32](O)=[O:33])#[N:30].CN(C(ON1N=NC2C=CC=NC1=2)=[N+](C)C)C.F[P-](F)(F)(F)(F)F. The catalyst is CN(C=O)C. The product is [NH2:13][C:12]1[N:11]=[CH:10][N:9]=[C:8]2[N:4]([CH2:3][C@H:2]([NH:1][C:32](=[O:33])[CH2:31][C:29]#[N:30])[CH3:28])[N:5]=[C:6]([C:14]3[CH:19]=[CH:18][C:17]([O:20][C:21]4[CH:22]=[CH:23][CH:24]=[CH:25][CH:26]=4)=[CH:16][C:15]=3[F:27])[C:7]=12. The yield is 0.980. (5) The reactants are C(N(CC)CC)C.C([SiH](CC)CC)C.[CH2:15]([O:20][C:21]([N:23]1[C:27](=[O:28])[CH2:26][CH2:25][CH:24]1[C:29]([O:31]CC1C=CC=CC=1)=[O:30])=[O:22])[CH2:16][CH2:17][CH:18]=[CH2:19]. The catalyst is ClCCl.C([O-])(=O)C.[Pd+2].C([O-])(=O)C. The product is [CH2:15]([O:20][C:21]([N:23]1[C:27](=[O:28])[CH2:26][CH2:25][CH:24]1[C:29]([OH:31])=[O:30])=[O:22])[CH2:16][CH2:17][CH:18]=[CH2:19]. The yield is 0.850. (6) The reactants are [NH2:1][CH2:2][CH2:3][NH:4][C:5]([C:7]1[S:8][C:9]([I:22])=[C:10]([C:20]#[N:21])[C:11]=1[C:12]1[CH:17]=[CH:16][C:15]([Cl:18])=[CH:14][C:13]=1[Cl:19])=O.C1(C)C=CC=CC=1.P(Cl)(Cl)(Cl)=O. No catalyst specified. The product is [Cl:19][C:13]1[CH:14]=[C:15]([Cl:18])[CH:16]=[CH:17][C:12]=1[C:11]1[C:10]([C:20]#[N:21])=[C:9]([I:22])[S:8][C:7]=1[C:5]1[NH:4][CH2:3][CH2:2][N:1]=1. The yield is 0.890. (7) The reactants are C[O-].[Na+].C[O:5][C:6](=O)[CH:7]=[CH:8][C:9]1[CH:30]=[CH:29][C:12]2[N:13]([CH2:25][CH2:26][CH2:27][OH:28])[C:14]([CH2:16][CH:17]([C:19]3[CH:24]=[CH:23][CH:22]=[CH:21][CH:20]=3)[CH3:18])=[N:15][C:11]=2[CH:10]=1.Cl.[NH2:33][OH:34]. The catalyst is CO. The product is [OH:34][NH:33][C:6](=[O:5])[CH:7]=[CH:8][C:9]1[CH:30]=[CH:29][C:12]2[N:13]([CH2:25][CH2:26][CH2:27][OH:28])[C:14]([CH2:16][CH:17]([C:19]3[CH:20]=[CH:21][CH:22]=[CH:23][CH:24]=3)[CH3:18])=[N:15][C:11]=2[CH:10]=1. The yield is 0.0600.